Dataset: Full USPTO retrosynthesis dataset with 1.9M reactions from patents (1976-2016). Task: Predict the reactants needed to synthesize the given product. (1) Given the product [CH3:1][O:2][C:3](=[O:17])[CH2:4][CH2:5][NH:6][C:7](=[O:16])[C:8]1[CH:13]=[CH:12][C:11]([CH2:14][NH:40][C:39]2[CH:41]=[CH:42][C:36]([C:32]([CH3:35])([CH3:34])[CH3:33])=[CH:37][CH:38]=2)=[CH:10][CH:9]=1, predict the reactants needed to synthesize it. The reactants are: [CH3:1][O:2][C:3](=[O:17])[CH2:4][CH2:5][NH:6][C:7](=[O:16])[C:8]1[CH:13]=[CH:12][C:11]([CH:14]=O)=[CH:10][CH:9]=1.C(OCC)(OCC)OCC.C([BH3-])#N.[Na+].[C:32]([C:36]1[CH:42]=[CH:41][C:39]([NH2:40])=[CH:38][CH:37]=1)([CH3:35])([CH3:34])[CH3:33].[Cl-].[Na+]. (2) The reactants are: [CH3:1][O:2][C:3]1[CH:16]=[CH:15][C:6]2[NH:7][C:8](=[O:14])[CH2:9][NH:10][C:11]([CH3:13])([CH3:12])[C:5]=2[CH:4]=1.C(#N)C.[F:20][C:21]([F:32])([F:31])[C:22](O[C:22](=[O:23])[C:21]([F:32])([F:31])[F:20])=[O:23].[N+:33]([O-])([O-:35])=[O:34].[K+].C([O-])(O)=O.[Na+]. Given the product [CH3:1][O:2][C:3]1[C:16]([N+:33]([O-:35])=[O:34])=[CH:15][C:6]2[NH:7][C:8](=[O:14])[CH2:9][N:10]([C:22](=[O:23])[C:21]([F:32])([F:31])[F:20])[C:11]([CH3:13])([CH3:12])[C:5]=2[CH:4]=1, predict the reactants needed to synthesize it. (3) Given the product [CH2:17]([O:24][CH2:25][CH:26]([NH:30][C:31]([O:33][CH2:34][CH2:35][CH2:36][NH:37][C:38]1[CH:43]=[CH:42][CH:41]=[CH:40][N:39]=1)=[O:32])[C:27]([NH:1][CH:2]([C:9]1[CH:10]=[C:11]([Cl:16])[CH:12]=[C:13]([Cl:15])[CH:14]=1)[CH2:3][C:4]([OH:6])=[O:5])=[O:28])[C:18]1[CH:23]=[CH:22][CH:21]=[CH:20][CH:19]=1, predict the reactants needed to synthesize it. The reactants are: [NH2:1][CH:2]([C:9]1[CH:14]=[C:13]([Cl:15])[CH:12]=[C:11]([Cl:16])[CH:10]=1)[CH2:3][C:4]([O:6]CC)=[O:5].[CH2:17]([O:24][CH2:25][CH:26]([NH:30][C:31]([O:33][CH2:34][CH2:35][CH2:36][NH:37][C:38]1[CH:43]=[CH:42][CH:41]=[CH:40][N:39]=1)=[O:32])[C:27](O)=[O:28])[C:18]1[CH:23]=[CH:22][CH:21]=[CH:20][CH:19]=1. (4) Given the product [N:38]1[CH:39]=[CH:40][C:35]([NH:34][C:24]([C:19]2[NH:20][C:21]3[C:17]([C:18]=2[C:27]2[CH:32]=[CH:31][C:30]([CH3:33])=[CH:29][CH:28]=2)=[CH:16][C:15]([NH:14][S:11]([C:8]2[CH:9]=[CH:10][C:5]([C:1]([CH3:2])([CH3:3])[CH3:4])=[CH:6][CH:7]=2)(=[O:12])=[O:13])=[CH:23][CH:22]=3)=[O:25])=[CH:36][CH:37]=1, predict the reactants needed to synthesize it. The reactants are: [C:1]([C:5]1[CH:10]=[CH:9][C:8]([S:11]([NH:14][C:15]2[CH:16]=[C:17]3[C:21](=[CH:22][CH:23]=2)[NH:20][C:19]([C:24](O)=[O:25])=[C:18]3[C:27]2[CH:32]=[CH:31][C:30]([CH3:33])=[CH:29][CH:28]=2)(=[O:13])=[O:12])=[CH:7][CH:6]=1)([CH3:4])([CH3:3])[CH3:2].[NH2:34][C:35]1[CH:40]=[CH:39][N:38]=[CH:37][CH:36]=1. (5) Given the product [C:4]([O:3][C:1]([N:8]1[CH2:9][CH2:10][N:11]([S:18]([CH2:17][CH2:16][CH2:15][Cl:14])(=[O:20])=[O:19])[CH2:12][CH2:13]1)=[O:2])([CH3:7])([CH3:6])[CH3:5], predict the reactants needed to synthesize it. The reactants are: [C:1]([N:8]1[CH2:13][CH2:12][NH:11][CH2:10][CH2:9]1)([O:3][C:4]([CH3:7])([CH3:6])[CH3:5])=[O:2].[Cl:14][CH2:15][CH2:16][CH2:17][S:18](Cl)(=[O:20])=[O:19]. (6) The reactants are: Cl.[F:2][C:3]1[CH:30]=[CH:29][C:6]([CH2:7][NH:8][C:9]([C:11]2[CH:16]=[C:15]([C:17]3[CH2:21][CH:20]([CH:22]4[CH2:27][CH2:26][NH:25][CH2:24][CH2:23]4)[O:19][N:18]=3)[N:14]=[C:13]([CH3:28])[N:12]=2)=[O:10])=[CH:5][C:4]=1[O:31][CH3:32].[CH3:33][N:34]([CH3:38])[C:35](Cl)=[O:36]. Given the product [CH3:33][N:34]([CH3:38])[C:35]([N:25]1[CH2:24][CH2:23][CH:22]([CH:20]2[O:19][N:18]=[C:17]([C:15]3[N:14]=[C:13]([CH3:28])[N:12]=[C:11]([C:9]([NH:8][CH2:7][C:6]4[CH:29]=[CH:30][C:3]([F:2])=[C:4]([O:31][CH3:32])[CH:5]=4)=[O:10])[CH:16]=3)[CH2:21]2)[CH2:27][CH2:26]1)=[O:36], predict the reactants needed to synthesize it.